Dataset: Forward reaction prediction with 1.9M reactions from USPTO patents (1976-2016). Task: Predict the product of the given reaction. (1) The product is: [CH2:1]([O:3][C:4]1([O:27][CH2:28][CH3:29])[CH2:9][N:8]([C:10]([C:12]2[N:13]=[C:14]([CH3:24])[S:15][C:16]=2[C:17]2[CH:18]=[CH:19][C:20]([F:23])=[CH:21][CH:22]=2)=[O:11])[CH:7]([CH2:7][N:8]2[C:31](=[O:32])[C:30]3[C:12](=[CH:16][CH:17]=[CH:18][CH:19]=3)[C:10]2=[O:11])[CH2:6][CH2:5]1)[CH3:2]. Given the reactants [CH2:1]([O:3][C:4]1([O:27][CH2:28][CH3:29])[CH2:9][N:8]([C:10]([C:12]2[N:13]=[C:14]([CH3:24])[S:15][C:16]=2[C:17]2[CH:22]=[CH:21][C:20]([F:23])=[CH:19][CH:18]=2)=[O:11])[CH:7](CO)[CH2:6][CH2:5]1)[CH3:2].[CH3:30][CH2:31][OH:32], predict the reaction product. (2) Given the reactants Cl[C:2]1[S:3][C:4]2[CH:10]=[CH:9][CH:8]=[CH:7][C:5]=2[N:6]=1.[N:11]1([CH2:17][CH2:18][NH2:19])[CH2:16][CH2:15][CH2:14][CH2:13][CH2:12]1.C(N(CC)CC)C, predict the reaction product. The product is: [N:11]1([CH2:17][CH2:18][NH:19][C:2]2[S:3][C:4]3[CH:10]=[CH:9][CH:8]=[CH:7][C:5]=3[N:6]=2)[CH2:16][CH2:15][CH2:14][CH2:13][CH2:12]1. (3) Given the reactants C(OC([N:8]1[CH2:12][CH2:11][CH:10]([C:13]2[CH:18]=[CH:17][C:16]([S:19]([C:22]3[CH:27]=[CH:26][CH:25]=[C:24]([F:28])[CH:23]=3)(=[O:21])=[O:20])=[CH:15][C:14]=2[C:29]([OH:31])=[O:30])[CH2:9]1)=O)(C)(C)C.C(O)(C(F)(F)F)=O, predict the reaction product. The product is: [F:28][C:24]1[CH:23]=[C:22]([S:19]([C:16]2[CH:17]=[CH:18][C:13]([CH:10]3[CH2:11][CH2:12][NH:8][CH2:9]3)=[C:14]([CH:15]=2)[C:29]([OH:31])=[O:30])(=[O:21])=[O:20])[CH:27]=[CH:26][CH:25]=1. (4) Given the reactants C([Li])CCC.[Cl:6][C:7]1[N:12]=[C:11]([F:13])[C:10]([O:14][CH2:15][O:16][CH3:17])=[CH:9][CH:8]=1.[Br:18][C:19]1[CH:20]=[CH:21][C:22]([F:27])=[C:23]([CH:26]=1)[CH:24]=[O:25].[Cl-].[NH4+], predict the reaction product. The product is: [Br:18][C:19]1[CH:20]=[CH:21][C:22]([F:27])=[C:23]([CH:24]([C:9]2[CH:8]=[C:7]([Cl:6])[N:12]=[C:11]([F:13])[C:10]=2[O:14][CH2:15][O:16][CH3:17])[OH:25])[CH:26]=1. (5) The product is: [F:22][C:23]([F:35])([F:36])[C:24]1[CH:25]=[C:26]([CH:27]=[C:28]([C:30]([F:31])([F:32])[F:33])[CH:29]=1)[CH:3]=[CH:2][C:1]([O:5][CH3:6])=[O:4]. Given the reactants [C:1]([O:5][CH3:6])(=[O:4])[CH:2]=[CH2:3].C1(P(C(C)(C)C)C(C)(C)C)C=CC=CC=1.[F:22][C:23]([F:36])([F:35])[C:24]1[CH:25]=[C:26](Cl)[CH:27]=[C:28]([C:30]([F:33])([F:32])[F:31])[CH:29]=1.C1(C(N)C2CCCCC2)CCCCC1, predict the reaction product. (6) Given the reactants [Cl:1][C:2]1[C:3]2[CH:11]=[CH:10][NH:9][C:4]=2[N:5]=[C:6]([NH2:8])[N:7]=1.[H-].[Na+].[S:14](Cl)([C:17]1[CH:23]=[CH:22][C:20]([CH3:21])=[CH:19][CH:18]=1)(=[O:16])=[O:15].CN(C)[CH:27]=[O:28], predict the reaction product. The product is: [CH3:21][C:20]1[CH:22]=[CH:23][C:17]([S:14]([N:9]2[C:4]3[N:5]=[CH:6][N:7]=[C:2]([Cl:1])[C:3]=3[CH:11]=[CH:10]2)(=[O:16])=[O:15])=[CH:18][CH:19]=1.[CH3:27][O:28][C:2]1[C:3]2[CH:11]=[CH:10][NH:9][C:4]=2[N:5]=[C:6]([NH2:8])[N:7]=1. (7) Given the reactants Br.[Cl:2][C:3]1[CH:36]=[CH:35][C:6]([CH2:7][CH:8]2[N:13]3[C:14](=[O:30])[CH:15]([NH2:29])[CH2:16][N:17]([S:18]([C:21]4[CH:26]=[CH:25][C:24]([Cl:27])=[CH:23][C:22]=4[Cl:28])(=[O:20])=[O:19])[CH:12]3[CH2:11][N:10]([CH:31]([CH3:33])[CH3:32])[C:9]2=[O:34])=[CH:5][CH:4]=1.C(N(CC)CC)C.[CH3:44][S:45](Cl)(=[O:47])=[O:46].CNC, predict the reaction product. The product is: [Cl:2][C:3]1[CH:36]=[CH:35][C:6]([CH2:7][CH:8]2[N:13]3[C:14](=[O:30])[CH:15]([NH:29][S:45]([CH3:44])(=[O:47])=[O:46])[CH2:16][N:17]([S:18]([C:21]4[CH:26]=[CH:25][C:24]([Cl:27])=[CH:23][C:22]=4[Cl:28])(=[O:20])=[O:19])[CH:12]3[CH2:11][N:10]([CH:31]([CH3:33])[CH3:32])[C:9]2=[O:34])=[CH:5][CH:4]=1. (8) Given the reactants Br[C:2]1[CH:3]=[C:4]([F:11])[C:5]2[N:6]([CH:8]=[CH:9][N:10]=2)[CH:7]=1.[F:12][C:13]([F:24])([F:23])[C:14]1[CH:19]=[CH:18][C:17](B(O)O)=[CH:16][CH:15]=1, predict the reaction product. The product is: [F:11][C:4]1[C:5]2[N:6]([CH:8]=[CH:9][N:10]=2)[CH:7]=[C:2]([C:17]2[CH:18]=[CH:19][C:14]([C:13]([F:24])([F:23])[F:12])=[CH:15][CH:16]=2)[CH:3]=1. (9) Given the reactants [S:1](Cl)(Cl)=[O:2].[OH:5][C@H:6]1[C@@H:10]([OH:11])[CH2:9][S:8][C@H:7]1[CH2:12][CH2:13][CH2:14][CH2:15][C:16]([OH:18])=[O:17], predict the reaction product. The product is: [O:2]=[S:1]1[O:11][C@H:10]2[CH2:9][S:8][C@@H:7]([CH2:12][CH2:13][CH2:14][CH2:15][C:16]([OH:18])=[O:17])[C@H:6]2[O:5]1. (10) Given the reactants F[C:2]1[CH:30]=[CH:29][C:5]([CH2:6][N:7]2[C:15]3[C:10](=[CH:11][CH:12]=[CH:13][CH:14]=3)[C:9]3[CH2:16][C@@H:17]([CH2:27][OH:28])[N:18]([C:20](OC(C)(C)C)=[O:21])[CH2:19][C:8]2=3)=[CH:4]C=1.[N:31]([CH2:34][C:35]1([C:38]([O:40]C(C)(C)C)=[O:39])[CH2:37][CH2:36]1)=C=O.[N:45](CCCC(OC(C)(C)C)=O)=C=O.[C:58]([OH:64])(C(F)(F)F)=O, predict the reaction product. The product is: [CH3:58][O:64][C:2]1[N:45]=[CH:4][C:5]([CH2:6][N:7]2[C:15]3[CH:14]=[CH:13][CH:12]=[CH:11][C:10]=3[C:9]3[CH2:16][C@H:17]4[C:27](=[O:28])[N:31]([CH2:34][C:35]5([C:38]([OH:40])=[O:39])[CH2:36][CH2:37]5)[C:20](=[O:21])[N:18]4[CH2:19][C:8]2=3)=[CH:29][CH:30]=1.